This data is from Forward reaction prediction with 1.9M reactions from USPTO patents (1976-2016). The task is: Predict the product of the given reaction. (1) Given the reactants [CH2:1]([N:5]1[CH2:10][CH2:9][NH:8][CH2:7][CH2:6]1)[CH2:2][C:3]#[CH:4].[C:11](Cl)(=[O:22])OC1C=CC([N+]([O-])=O)=CC=1.C[CH2:25][N:26](CC)CC, predict the reaction product. The product is: [CH2:1]([N:5]1[CH2:10][CH2:9][N:8]([C:11]([NH:26][CH3:25])=[O:22])[CH2:7][CH2:6]1)[CH2:2][C:3]#[CH:4]. (2) Given the reactants [NH:1]([C:8]([O:10][C:11]([CH3:14])([CH3:13])[CH3:12])=[O:9])[C@H:2]([C:5]([OH:7])=[O:6])[CH2:3][OH:4].[H-].[Na+].[CH2:17](Br)[CH:18]=[CH2:19], predict the reaction product. The product is: [NH:1]([C:8]([O:10][C:11]([CH3:14])([CH3:13])[CH3:12])=[O:9])[C@H:2]([C:5]([OH:7])=[O:6])[CH2:3][O:4][CH2:19][CH:18]=[CH2:17]. (3) Given the reactants [NH2:1][C:2]1[C:3]([Cl:10])=[CH:4][C:5]([Cl:9])=[C:6]([OH:8])[CH:7]=1.[CH3:11][O:12][C:13]1[CH:20]=[CH:19][C:16]([CH2:17]Cl)=[CH:15][CH:14]=1, predict the reaction product. The product is: [Cl:10][C:3]1[CH:4]=[C:5]([Cl:9])[C:6]([O:8][CH2:17][C:16]2[CH:19]=[CH:20][C:13]([O:12][CH3:11])=[CH:14][CH:15]=2)=[CH:7][C:2]=1[NH2:1].